Dataset: Drug-target binding data from BindingDB using IC50 measurements. Task: Regression. Given a target protein amino acid sequence and a drug SMILES string, predict the binding affinity score between them. We predict pIC50 (pIC50 = -log10(IC50 in M); higher means more potent). Dataset: bindingdb_ic50. The drug is CC(C)C[C@H](N[C@@H](Cc1cncn1C(C)(C)C1CCCCC1)C(=O)O)C(=O)O. The target protein sequence is MGAAPGRRWPWPPLLPLLLMLLLPPPPLPVALALDSALQPGNFTADEAGAEDFAQSFNSSSEQVLFQSTAASWAHDTNITEENARRQEEAALISQEFSEVWGQKAKALYDPIWQNFTSRTPRRIIGVVRTLGSANLPGKRQQYNSLLSNMTRIYSTARVCFPNKTATCWSLDPELTNILATSRSYTLLLYAWEGWHNAAGIPLKPLYQDFTALSNEAYKQDGFSDTGAYWRSLYDSPTFTEDLERLYHQLEPLYLNLHAYVRRALHRQYGDRFINLRGPIPAHLLGNMWAQSWNNIYDMVVPFPGKPSLDVTSAMVQKGWNVTHMFRVAEEFFTSLGLLPMPPEFWAESMLEKPSDRREVVCHASAWDFYNRKDFRIKQCTQVTIDQLSTVHHEMGHVQYYLQYKDRHVSLRRGANPGFHEAIGDVLALSVSTPAHLHKIGLLDHVTSDWESDINYLLKMALEKIAFLPFGYLVDQWRWGVFSGRTPPSLYNYDWWYLRT.... The pIC50 is 5.0.